This data is from NCI-60 drug combinations with 297,098 pairs across 59 cell lines. The task is: Regression. Given two drug SMILES strings and cell line genomic features, predict the synergy score measuring deviation from expected non-interaction effect. (1) Drug 1: C1=NC2=C(N1)C(=S)N=CN2. Drug 2: C(CN)CNCCSP(=O)(O)O. Synergy scores: CSS=1.39, Synergy_ZIP=-1.81, Synergy_Bliss=-2.39, Synergy_Loewe=-18.5, Synergy_HSA=-5.35. Cell line: A498. (2) Drug 1: C1=C(C(=O)NC(=O)N1)N(CCCl)CCCl. Drug 2: CC1CCC2CC(C(=CC=CC=CC(CC(C(=O)C(C(C(=CC(C(=O)CC(OC(=O)C3CCCCN3C(=O)C(=O)C1(O2)O)C(C)CC4CCC(C(C4)OC)O)C)C)O)OC)C)C)C)OC. Cell line: HOP-92. Synergy scores: CSS=45.6, Synergy_ZIP=-8.38, Synergy_Bliss=-2.22, Synergy_Loewe=2.39, Synergy_HSA=3.08. (3) Drug 1: CC1=C(N=C(N=C1N)C(CC(=O)N)NCC(C(=O)N)N)C(=O)NC(C(C2=CN=CN2)OC3C(C(C(C(O3)CO)O)O)OC4C(C(C(C(O4)CO)O)OC(=O)N)O)C(=O)NC(C)C(C(C)C(=O)NC(C(C)O)C(=O)NCCC5=NC(=CS5)C6=NC(=CS6)C(=O)NCCC[S+](C)C)O. Drug 2: CCC1(CC2CC(C3=C(CCN(C2)C1)C4=CC=CC=C4N3)(C5=C(C=C6C(=C5)C78CCN9C7C(C=CC9)(C(C(C8N6C)(C(=O)OC)O)OC(=O)C)CC)OC)C(=O)OC)O.OS(=O)(=O)O. Cell line: HOP-62. Synergy scores: CSS=49.7, Synergy_ZIP=8.98, Synergy_Bliss=8.08, Synergy_Loewe=-1.34, Synergy_HSA=1.66.